Dataset: Reaction yield outcomes from USPTO patents with 853,638 reactions. Task: Predict the reaction yield, written as a fraction of the theoretical maximum amount of product (1.0 means a 100% yield; for example, 0.34 means a 34% yield). (1) The reactants are [Cl:1][C:2]1[CH:7]=[CH:6][C:5]([N:8]=[C:9]=[O:10])=[CH:4][CH:3]=1.[NH2:11][C:12]1[CH:25]=[CH:24][C:15]([O:16][CH2:17][CH2:18][N:19]2[CH2:22][CH:21]([OH:23])[CH2:20]2)=[C:14]([C:26]2[N:27]([CH3:32])[N:28]=[CH:29][C:30]=2[Cl:31])[CH:13]=1. The catalyst is ClCCl.CN(C=O)C. The product is [Cl:31][C:30]1[CH:29]=[N:28][N:27]([CH3:32])[C:26]=1[C:14]1[CH:13]=[C:12]([NH:11][C:9]([NH:8][C:5]2[CH:6]=[CH:7][C:2]([Cl:1])=[CH:3][CH:4]=2)=[O:10])[CH:25]=[CH:24][C:15]=1[O:16][CH2:17][CH2:18][N:19]1[CH2:22][CH:21]([OH:23])[CH2:20]1. The yield is 0.470. (2) The reactants are [CH3:1][O:2][C:3]1[N:8]=[C:7]([O:9][CH3:10])[C:6](I)=[CH:5][N:4]=1.[Cl:12][C:13]1[C:18](B(O)O)=[CH:17][CH:16]=[CH:15][N:14]=1.C([O-])([O-])=O.[Na+].[Na+].C1C=CC(P(C2C=CC=CC=2)C2C=CC=CC=2)=CC=1. The catalyst is C(O)CC.CC([O-])=O.CC([O-])=O.[Pd+2]. The product is [Cl:12][C:13]1[C:18]([C:6]2[C:7]([O:9][CH3:10])=[N:8][C:3]([O:2][CH3:1])=[N:4][CH:5]=2)=[CH:17][CH:16]=[CH:15][N:14]=1. The yield is 1.00. (3) The reactants are [CH3:1][C:2]1([CH3:22])[O:6][C@@H:5]([C@@H:7]([OH:21])[C@@H:8]2[O:12][C:11]([CH3:14])([CH3:13])[O:10][C@@H:9]2[C@@H:15]([OH:20])[C:16]([F:19])([F:18])[F:17])[CH2:4][O:3]1.N1C(C)=CC=CC=1C.[Si:31](OS(C(F)(F)F)(=O)=O)([C:34]([CH3:37])([CH3:36])[CH3:35])([CH3:33])[CH3:32].CCOC(C)=O. The catalyst is C(Cl)Cl.CCCCCC. The product is [Si:31]([O:21][C@H:7]([C@H:5]1[CH2:4][O:3][C:2]([CH3:22])([CH3:1])[O:6]1)[C@@H:8]1[O:12][C:11]([CH3:13])([CH3:14])[O:10][C@@H:9]1[C@@H:15]([OH:20])[C:16]([F:18])([F:17])[F:19])([C:34]([CH3:37])([CH3:36])[CH3:35])([CH3:33])[CH3:32]. The yield is 0.500. (4) The reactants are [C:1]([NH:9][NH2:10])(=[O:8])[C:2]1[CH:7]=[CH:6][CH:5]=[CH:4][CH:3]=1.[CH3:11][C:12]([CH3:14])=O.C(O)(C(F)(F)F)=O.C([SiH](CC)CC)C. The catalyst is CCCCCC. The product is [CH:12]([NH:10][NH:9][C:1](=[O:8])[C:2]1[CH:7]=[CH:6][CH:5]=[CH:4][CH:3]=1)([CH3:14])[CH3:11]. The yield is 0.710.